From a dataset of Catalyst prediction with 721,799 reactions and 888 catalyst types from USPTO. Predict which catalyst facilitates the given reaction. (1) Reactant: [Si:1]([O:8][C@@H:9]1[C@@:26]2([CH3:27])[C:13](=[CH:14][CH2:15][C@@H:16]3[C@@H:25]2[CH2:24][CH2:23][C@@:21]2([CH3:22])[C@H:17]3[CH2:18][CH2:19][C@@H:20]2[CH2:28][OH:29])[CH2:12][C@@H:11]([O:30][Si:31]([C:34]([CH3:37])([CH3:36])[CH3:35])([CH3:33])[CH3:32])[CH2:10]1)([C:4]([CH3:7])([CH3:6])[CH3:5])([CH3:3])[CH3:2].[H-].[K+].C1OCCOCCOCCOCCOCCOC1.Br[CH2:59][CH2:60][CH2:61][C:62]([CH2:73][CH3:74])([O:65][Si:66]([CH2:71][CH3:72])([CH2:69][CH3:70])[CH2:67][CH3:68])[CH2:63][CH3:64].[Cl-].[NH4+]. Product: [Si:1]([O:8][C@@H:9]1[C@@:26]2([CH3:27])[C:13](=[CH:14][CH2:15][C@@H:16]3[C@@H:25]2[CH2:24][CH2:23][C@@:21]2([CH3:22])[C@H:17]3[CH2:18][CH2:19][C@@H:20]2[CH2:28][O:29][CH2:59][CH2:60][CH2:61][C:62]([CH2:73][CH3:74])([O:65][Si:66]([CH2:71][CH3:72])([CH2:67][CH3:68])[CH2:69][CH3:70])[CH2:63][CH3:64])[CH2:12][C@@H:11]([O:30][Si:31]([C:34]([CH3:37])([CH3:36])[CH3:35])([CH3:32])[CH3:33])[CH2:10]1)([C:4]([CH3:7])([CH3:6])[CH3:5])([CH3:3])[CH3:2]. The catalyst class is: 7. (2) Reactant: [C:1]([O:5][C:6]([NH:8][CH:9]([C:17](O)=[O:18])[CH2:10][C:11]1[CH:16]=[CH:15][CH:14]=[CH:13][CH:12]=1)=[O:7])([CH3:4])([CH3:3])[CH3:2].C(N(CC)CC)C.ClC(OCC)=O.[BH4-].[Na+].Cl. Product: [C:1]([O:5][C:6](=[O:7])[NH:8][CH:9]([CH2:17][OH:18])[CH2:10][C:11]1[CH:16]=[CH:15][CH:14]=[CH:13][CH:12]=1)([CH3:2])([CH3:4])[CH3:3]. The catalyst class is: 20. (3) Reactant: Cl[C:2]1[C:3]2[C:4](=[CH:15][N:16](CC3C=CC(OC)=CC=3)[N:17]=2)[N:5]=[C:6]([C:8]2[CH:13]=[CH:12][C:11]([F:14])=[CH:10][CH:9]=2)[N:7]=1.[O:27]1[CH2:32][CH2:31][N:30]([C:33]2[CH:39]=[CH:38][C:36]([NH2:37])=[CH:35][CH:34]=2)[CH2:29][CH2:28]1.Cl. Product: [F:14][C:11]1[CH:10]=[CH:9][C:8]([C:6]2[N:7]=[C:2]([NH:37][C:36]3[CH:35]=[CH:34][C:33]([N:30]4[CH2:31][CH2:32][O:27][CH2:28][CH2:29]4)=[CH:39][CH:38]=3)[C:3]3[NH:17][N:16]=[CH:15][C:4]=3[N:5]=2)=[CH:13][CH:12]=1. The catalyst class is: 71. (4) Reactant: C([O:8][N:9]1[C:13](=[O:14])[CH2:12][C@H:11]([NH:15][S:16]([N:19]2[CH2:24][CH2:23][N:22]([C:25]3[CH:30]=[CH:29][C:28]([C:31]([F:34])([F:33])[F:32])=[CH:27][CH:26]=3)[CH2:21][CH2:20]2)(=[O:18])=[O:17])[C:10]1=[O:35])C1C=CC=CC=1. Product: [OH:8][N:9]1[C:13](=[O:14])[CH2:12][C@H:11]([NH:15][S:16]([N:19]2[CH2:20][CH2:21][N:22]([C:25]3[CH:26]=[CH:27][C:28]([C:31]([F:34])([F:33])[F:32])=[CH:29][CH:30]=3)[CH2:23][CH2:24]2)(=[O:17])=[O:18])[C:10]1=[O:35]. The catalyst class is: 582. (5) Reactant: C[O:2][C:3]1[CH:8]=[C:7]([O:9][CH3:10])[CH:6]=[CH:5][C:4]=1[C:11](=[O:23])[CH2:12][C:13]1[CH:22]=[CH:21][C:16]([C:17]([O:19][CH3:20])=[O:18])=[CH:15][CH:14]=1.B(Br)(Br)Br.C(Cl)Cl.Cl. Product: [OH:2][C:3]1[CH:8]=[C:7]([O:9][CH3:10])[CH:6]=[CH:5][C:4]=1[C:11](=[O:23])[CH2:12][C:13]1[CH:14]=[CH:15][C:16]([C:17]([O:19][CH3:20])=[O:18])=[CH:21][CH:22]=1. The catalyst class is: 2.